This data is from Forward reaction prediction with 1.9M reactions from USPTO patents (1976-2016). The task is: Predict the product of the given reaction. (1) Given the reactants [C:1]1([C:7]2[CH2:16][CH2:15][C:14]3[C:9](=[CH:10][CH:11]=[CH:12][CH:13]=3)[C:8]=2[C:17]2[CH:22]=[CH:21][C:20]([CH:23]=[CH:24][C:25]([OH:27])=O)=[CH:19][CH:18]=2)[CH:6]=[CH:5][CH:4]=[CH:3][CH:2]=1.[CH3:28][S:29]([NH2:32])(=[O:31])=[O:30], predict the reaction product. The product is: [C:1]1([C:7]2[CH2:16][CH2:15][C:14]3[C:9](=[CH:10][CH:11]=[CH:12][CH:13]=3)[C:8]=2[C:17]2[CH:22]=[CH:21][C:20]([CH:23]=[CH:24][C:25]([NH:32][S:29]([CH3:28])(=[O:31])=[O:30])=[O:27])=[CH:19][CH:18]=2)[CH:6]=[CH:5][CH:4]=[CH:3][CH:2]=1. (2) Given the reactants [OH:1][C@H:2]([CH2:6][C:7]1[CH:15]=[C:14]([CH3:16])[C:13]2[C:9](=[CH:10][N:11]([CH2:17][O:18][CH2:19][CH2:20][Si:21]([CH3:24])([CH3:23])[CH3:22])[N:12]=2)[CH:8]=1)[C:3]([OH:5])=O.C(N(C(C)C)CC)(C)C.[N:34]1([CH:40]2[CH2:45][CH2:44][NH:43][CH2:42][CH2:41]2)[CH2:39][CH2:38][CH2:37][CH2:36][CH2:35]1.C1CN([P+](ON2N=NC3C=CC=CC2=3)(N2CCCC2)N2CCCC2)CC1.F[P-](F)(F)(F)(F)F, predict the reaction product. The product is: [OH:1][C@H:2]([CH2:6][C:7]1[CH:15]=[C:14]([CH3:16])[C:13]2[C:9](=[CH:10][N:11]([CH2:17][O:18][CH2:19][CH2:20][Si:21]([CH3:23])([CH3:22])[CH3:24])[N:12]=2)[CH:8]=1)[C:3]([N:43]1[CH2:44][CH2:45][CH:40]([N:34]2[CH2:39][CH2:38][CH2:37][CH2:36][CH2:35]2)[CH2:41][CH2:42]1)=[O:5]. (3) Given the reactants [OH:1][C:2]1[C:9]([OH:10])=[CH:8][C:5]([C:6]#[N:7])=[CH:4][C:3]=1[C:11]#[N:12].C(=O)([O-])[O-].[K+].[K+].I[CH:20]([CH3:22])[CH3:21].[CH3:23]N(C=O)C.CCO[C:31]([CH3:33])=O, predict the reaction product. The product is: [CH:20]([O:1][C:2]1[C:9]([O:10][CH:31]([CH3:33])[CH3:23])=[CH:8][C:5]([C:6]#[N:7])=[CH:4][C:3]=1[C:11]#[N:12])([CH3:22])[CH3:21]. (4) Given the reactants [C:1]([O:5][C:6]([N:8]1[C:16]2[C:11](=[CH:12][C:13]([CH2:17][OH:18])=[CH:14][CH:15]=2)[CH2:10][CH2:9]1)=[O:7])([CH3:4])([CH3:3])[CH3:2].[Cl-].[Na+], predict the reaction product. The product is: [C:1]([O:5][C:6]([N:8]1[C:16]2[C:11](=[CH:12][C:13]([CH:17]=[O:18])=[CH:14][CH:15]=2)[CH2:10][CH2:9]1)=[O:7])([CH3:4])([CH3:2])[CH3:3].